From a dataset of Full USPTO retrosynthesis dataset with 1.9M reactions from patents (1976-2016). Predict the reactants needed to synthesize the given product. (1) Given the product [F:21][C:15]1[CH:16]=[CH:17][C:18]([F:20])=[CH:19][C:14]=1[C:10]1[NH:11][C:12]2[O:13][C:29](=[O:30])[CH:28]([CH2:27][C:23]3[O:22][CH:26]=[CH:25][CH:24]=3)[CH:1]([C:2]3[CH:3]=[CH:4][CH:5]=[CH:6][CH:7]=3)[C:8]=2[N:9]=1, predict the reactants needed to synthesize it. The reactants are: [CH:1](=[C:8]1/[N:9]=[C:10]([C:14]2[CH:19]=[C:18]([F:20])[CH:17]=[CH:16][C:15]=2[F:21])[NH:11][C:12]/1=[O:13])/[C:2]1[CH:7]=[CH:6][CH:5]=[CH:4][CH:3]=1.[O:22]1[CH:26]=[CH:25][CH:24]=[C:23]1/[CH:27]=[CH:28]/[CH:29]=[O:30]. (2) Given the product [CH2:10]([C:5]1[S:1][C:2]2[CH:9]=[CH:8][CH:7]=[CH:6][C:3]=2[CH:4]=1)[CH3:11], predict the reactants needed to synthesize it. The reactants are: [S:1]1[CH:5]=[CH:4][C:3]2[CH:6]=[CH:7][CH:8]=[CH:9][C:2]1=2.[CH2:10]([Li])[CH2:11]CC.S(OCC)(OCC)(=O)=O. (3) Given the product [CH3:20][O:21][C:22]1[CH:23]=[CH:24][CH:25]=[C:26]2[C:31]=1[CH:30]([NH:32][C:33]1[CH:42]=[CH:41][C:40]3[C:35](=[CH:36][CH:37]=[C:38]([NH:43][C:1]([NH:19][C@@H:16]4[CH2:17][CH2:18][N:14]([CH3:13])[CH2:15]4)=[O:2])[CH:39]=3)[N:34]=1)[CH2:29][CH2:28][CH2:27]2, predict the reactants needed to synthesize it. The reactants are: [C:1](=O)(OC(Cl)(Cl)Cl)[O:2]C(Cl)(Cl)Cl.[CH3:13][N:14]1[CH2:18][CH2:17][C@@H:16]([NH2:19])[CH2:15]1.[CH3:20][O:21][C:22]1[CH:23]=[CH:24][CH:25]=[C:26]2[C:31]=1[CH:30]([NH:32][C:33]1[CH:42]=[CH:41][C:40]3[C:35](=[CH:36][CH:37]=[C:38]([NH2:43])[CH:39]=3)[N:34]=1)[CH2:29][CH2:28][CH2:27]2. (4) Given the product [F:39][C:33]1[C:34]([F:38])=[CH:35][CH:36]=[CH:37][C:32]=1[C:30]1[N:31]=[C:26]2[CH:25]=[N:24][N:23]([CH2:22][C:19]3[CH:18]=[CH:17][C:16]([C:5]4[CH:6]=[CH:7][C:2]([CH3:1])=[CH:3][C:4]=4[C:11]([F:14])([F:13])[F:12])=[CH:21][N:20]=3)[CH:28]=[C:27]2[N:29]=1, predict the reactants needed to synthesize it. The reactants are: [CH3:1][C:2]1[CH:7]=[CH:6][C:5](B(O)O)=[C:4]([C:11]([F:14])([F:13])[F:12])[CH:3]=1.Br[C:16]1[CH:17]=[CH:18][C:19]([CH2:22][N:23]2[CH:28]=[C:27]3[N:29]=[C:30]([C:32]4[CH:37]=[CH:36][CH:35]=[C:34]([F:38])[C:33]=4[F:39])[N:31]=[C:26]3[CH:25]=[N:24]2)=[N:20][CH:21]=1.